The task is: Predict which catalyst facilitates the given reaction.. This data is from Catalyst prediction with 721,799 reactions and 888 catalyst types from USPTO. (1) Reactant: [F:1][C:2]1[CH:3]=[C:4]([N:9]2[C:13]([CH3:14])=[CH:12][CH:11]=[C:10]2[CH3:15])[CH:5]=[C:6]([F:8])[CH:7]=1.[Li]CCCC.[S:21]1[CH2:26][CH2:25][C:24](=[O:27])[CH2:23][CH2:22]1. Product: [CH3:15][C:10]1[N:9]([C:4]2[CH:3]=[C:2]([F:1])[C:7]([C:24]3([OH:27])[CH2:25][CH2:26][S:21][CH2:22][CH2:23]3)=[C:6]([F:8])[CH:5]=2)[C:13]([CH3:14])=[CH:12][CH:11]=1. The catalyst class is: 1. (2) Product: [Cl:1][C:2]1[CH:7]=[CH:6][C:5]([C:8]2[C:10]3[CH:11]=[N:12][CH:13]=[CH:14][C:15]=3[NH:19][N:18]=2)=[CH:4][CH:3]=1. Reactant: [Cl:1][C:2]1[CH:7]=[CH:6][C:5]([C:8]([C:10]2[CH:11]=[N:12][CH:13]=[CH:14][C:15]=2Cl)=O)=[CH:4][CH:3]=1.O.[NH2:18][NH2:19]. The catalyst class is: 5.